Dataset: Full USPTO retrosynthesis dataset with 1.9M reactions from patents (1976-2016). Task: Predict the reactants needed to synthesize the given product. Given the product [CH3:13][O:11][C:10]([C:2]1[NH:1][C:9]2[C:4]([CH:3]=1)=[CH:5][CH:6]=[CH:7][CH:8]=2)=[O:12], predict the reactants needed to synthesize it. The reactants are: [NH:1]1[C:9]2[C:4](=[CH:5][CH:6]=[CH:7][CH:8]=2)[CH:3]=[C:2]1[C:10]([OH:12])=[O:11].[CH3:13]O.